Dataset: Experimentally validated miRNA-target interactions with 360,000+ pairs, plus equal number of negative samples. Task: Binary Classification. Given a miRNA mature sequence and a target amino acid sequence, predict their likelihood of interaction. (1) The miRNA is hsa-miR-765 with sequence UGGAGGAGAAGGAAGGUGAUG. The protein sequence of the target gene is MTTETGPDSEVKKAQEEAPQQPEAAAAVTTPVTPAGHGHPEANSNEKHPSQQDTRPAEQSLDMEEKDYSEADGLSERTTPSKAQKSPQKIAKKYKSAICRVTLLDASEYECEVEKHGRGQVLFDLVCEHLNLLEKDYFGLTFCDADSQKNWLDPSKEIKKQIRSSPWNFAFTVKFYPPDPAQLTEDITRYYLCLQLRADIITGRLPCSFVTHALLGSYAVQAELGDYDAEEHVGNYVSELRFAPNQTRELEERIMELHKTYRGMTPGEAEIHFLENAKKLSMYGVDLHHAKDSEGIDIML.... Result: 1 (interaction). (2) The miRNA is mmu-miR-3071-5p with sequence ACUCAUUUGAGACGAUGAUGGA. The protein sequence of the target gene is MGSLFPLSLLFFLAAAYPGVGSALGRRTKRAQSPKGSPLAPSGTSVPFWVRMSPEFVAVQPGKSVQLNCSNSCPQPQNSSLRTPLRQGKTLRGPGWVSYQLLDVRAWSSLAHCLVTCAGKTRWATSRITAYKPPHSVILEPPVLKGRKYTLRCHVTQVFPVGYLVVTLRHGSRVIYSESLERFTGLDLANVTLTYEFAAGPRDFWQPVICHARLNLDGLVVRNSSAPITLMLAWSPAPTALASGSIAALVGILLTVGAAYLCKCLAMKSQA. Result: 0 (no interaction). (3) The miRNA is mmu-miR-139-3p with sequence UGGAGACGCGGCCCUGUUGGAG. The protein sequence of the target gene is MSLHPVILLVLVLCLGWKINTQEGSLPDITIFPNSSLMISQGTFVTVVCSYSDKHDLYNMVRLEKDGSTFMEKSTEPYKTEDEFEIGPVNETITGHYSCIYSKGITWSERSKTLELKVIKENVIQTPAPGPTSDTSWLKTYSIYIFTVVSVIFLLCLSALLFCFLRHRQKKQGLPNNKRQQQRPEERLNLATNGLEMTPDIVADDRLPEDRWTETWTPVAGDLQEVTYIQLDHHSLTQRAVGAVTSQSTDMAESSTYAAIIRH. Result: 0 (no interaction). (4) The miRNA is bta-miR-27b with sequence UUCACAGUGGCUAAGUUCUGC. The protein sequence of the target gene is MFQPAPKRCFTIESLVAKDSPLPASRSEDPIRPAALSYANSSPINPFLNGFHSAAAAAAAGRGVYSNPDLVFAEAVSHPPNPAVPVHPVPPPHALAAHPLPSSHSPHPLFASQQRDPSTFYPWLIHRYRYLGHRFQGNDTSPESFLLHNALARKPKRIRTAFSPSQLLRLEHAFEKNHYVVGAERKQLAHSLSLTETQVKVWFQNRRTKFKRQKLEEEGSDSQQKKKGTHHINRWRIATKQASPEEIDVTSDD. Result: 0 (no interaction). (5) The miRNA is mmu-miR-298-5p with sequence GGCAGAGGAGGGCUGUUCUUCCC. The protein sequence of the target gene is MAAADGGGPGGASVGTEEDGGGVGHRTVYLFDRREKESELGDRPLQVGERSDYAGFRACVCQTLGISPEEKFVITTTSRKEITCDNFDETVKDGVTLYLLQSVNQLLLTATKERIDFLPHYDTLVKSGMYEYYASEGQNPLPFALAELIDNSLSATSRNIGVRRIQIKLLFDETQGKPAVAVIDNGRGMTSKQLNNWAVYRLSKFTRQGDFESDHSGYVRPVPVPRSLNSDISYFGVGGKQAVFFVGQSARMISKPADSQDVHELVLSKEDFEKKEKNKEAIYSGYIRNRKPSDSVHITN.... Result: 0 (no interaction). (6) The miRNA is hsa-miR-376a-3p with sequence AUCAUAGAGGAAAAUCCACGU. The protein sequence of the target gene is MRATPLAAPAGSLSRKKRLELDDNLDTERPVQKRARSGPQPRLPPCLLPLSPPTAPDRATAVATASRLGPYVLLEPEEGGRAYQALHCPTGTEYTCKVYPVQEALAVLEPYARLPPHKHVARPTEVLAGTQLLYAFFTRTHGDMHSLVRSRHRIPEPEAAVLFRQMATALAHCHQHGLVLRDLKLCRFVFADRERKKLVLENLEDSCVLTGPDDSLWDKHACPAYVGPEILSSRASYSGKAADVWSLGVALFTMLAGHYPFQDSEPVLLFGKIRRGAYALPAGLSAPARCLVRCLLRREP.... Result: 0 (no interaction). (7) The miRNA is mmu-miR-324-3p with sequence CCACUGCCCCAGGUGCUGCU. The protein sequence of the target gene is MGIKVQRPRCFFDIAINNQPAGRVVFELFSDVCPKTCENFRCLCTGEKGTGKSTQKPLHYKSCLFHRVVKDFMVQGGDFSEGNGRGGESIYGGFFEDESFAVKHNKEFLLSMANRGKDTNGSQFFITTKPTPHLDGHHVVFGQVISGQEVVREIENQKTDAASKPFAEVRILSCGELIPKSKVKKEEKKRHKSSSSSSSSDSDSSSDSQSSSESSDSESASEEKSRKRKKKHRKNSRKHKKEKKKRKKSKKSPSSESEAENVDAQPQSTVRPEEIPPIPENRFLMRKSPPKADDKERKNR.... Result: 1 (interaction). (8) The miRNA is hsa-miR-873-5p with sequence GCAGGAACUUGUGAGUCUCCU. The protein sequence of the target gene is MAAAPTQIEAELYYLIARFLQSGPCNKSAQVLVQELEEHQLIPRRLDWEGKEHRRSFEDLVAANAHIPPDYLLKICERIGPLLDKEIPQSVPGVQTLLGVGRQSLLRDAKDCKSTLWNGSAFAALHRGRPPELPVNYVKPPNVVNITSARQLTGCSRFGHIFPSSAYQHIKMHKRILGHLSSVYCVAFDRSGRRIFTGSDDCLVKIWATDDGRLLATLRGHSAEISDMAVNYENTLIAAGSCDKVVRVWCLRTCAPVAVLQGHSASITSIQFCPSTKGTNRYLTSTGADGTICFWQWHVK.... Result: 0 (no interaction). (9) The miRNA is mmu-miR-292a-3p with sequence AAAGUGCCGCCAGGUUUUGAGUGU. The protein sequence of the target gene is MSSCSRVALVTGANKGIGFAITRDLCRKFSGDVVLTARDEARGRAAVQQLQAEGLSPRFHQLDIDDPQSIRALRDFLRKEYGGLNVLVNNAGIAFRMDDPTPFDIQAEVTLKTNFFATRNVCTELLPIMKPHGRVVNISSLQGLKALENCREDLQEKFRCDTLTEVDLVDLMKKFVEDTKNEVHEREGWPDSAYGVSKLGVTVLTRILARQLDEKRKADRILLNACCPGWVKTDMARDQGSRTVEEGAETPVYLALLPPDATEPHGQLVRDKVVQTW. Result: 0 (no interaction).